From a dataset of Forward reaction prediction with 1.9M reactions from USPTO patents (1976-2016). Predict the product of the given reaction. (1) Given the reactants [Br:1][C:2]1[CH:7]=[C:6]([F:8])[CH:5]=[CH:4][C:3]=1[CH2:9][C:10](=O)[CH2:11][NH:12][C:13]([C:15]1[CH:44]=[C:18]2[N:19]=[C:20]([CH3:43])[C:21]([C@H:32]([O:38][C:39]([CH3:42])([CH3:41])[CH3:40])[C:33]([O:35][CH2:36][CH3:37])=[O:34])=[C:22]([N:23]3[CH2:28][CH2:27][C:26]([CH3:31])([CH:29]=[CH2:30])[CH2:25][CH2:24]3)[N:17]2[N:16]=1)=O.COC1C=CC(P2(SP(C3C=CC(OC)=CC=3)(=S)S2)=[S:55])=CC=1, predict the reaction product. The product is: [Br:1][C:2]1[CH:7]=[C:6]([F:8])[CH:5]=[CH:4][C:3]=1[CH2:9][C:10]1[S:55][C:13]([C:15]2[CH:44]=[C:18]3[N:19]=[C:20]([CH3:43])[C:21]([C@H:32]([O:38][C:39]([CH3:42])([CH3:41])[CH3:40])[C:33]([O:35][CH2:36][CH3:37])=[O:34])=[C:22]([N:23]4[CH2:28][CH2:27][C:26]([CH3:31])([CH:29]=[CH2:30])[CH2:25][CH2:24]4)[N:17]3[N:16]=2)=[N:12][CH:11]=1. (2) Given the reactants [OH:1][C:2]1[CH:7]=[CH:6][C:5]([C:8]2([C:14]#[N:15])[CH2:13][CH2:12][O:11][CH2:10][CH2:9]2)=[CH:4][CH:3]=1.[H-].[Na+].[CH:18]1([N:23]2[CH2:28][CH2:27][CH:26](OS(C)(=O)=O)[CH2:25][CH2:24]2)[CH2:22][CH2:21][CH2:20][CH2:19]1, predict the reaction product. The product is: [CH:18]1([N:23]2[CH2:28][CH2:27][CH:26]([O:1][C:2]3[CH:7]=[CH:6][C:5]([C:8]4([C:14]#[N:15])[CH2:13][CH2:12][O:11][CH2:10][CH2:9]4)=[CH:4][CH:3]=3)[CH2:25][CH2:24]2)[CH2:19][CH2:20][CH2:21][CH2:22]1. (3) Given the reactants [C:1]([C:3](=[CH:7][C:8]([CH3:11])([CH3:10])[CH3:9])[C:4]([OH:6])=O)#[N:2].CN(C(ON1N=NC2C=CC=NC1=2)=[N+](C)C)C.F[P-](F)(F)(F)(F)F.Cl.[NH2:37][C:38]1[N:46]=[CH:45][N:44]=[C:43]2[C:39]=1[N:40]([C:53]1[CH:58]=[CH:57][C:56]([O:59][C:60]3[CH:65]=[CH:64][CH:63]=[CH:62][CH:61]=3)=[CH:55][CH:54]=1)[C:41](=[O:52])[N:42]2[CH:47]1[CH2:51][CH2:50][NH:49][CH2:48]1.CCN(C(C)C)C(C)C, predict the reaction product. The product is: [NH2:37][C:38]1[N:46]=[CH:45][N:44]=[C:43]2[C:39]=1[N:40]([C:53]1[CH:54]=[CH:55][C:56]([O:59][C:60]3[CH:61]=[CH:62][CH:63]=[CH:64][CH:65]=3)=[CH:57][CH:58]=1)[C:41](=[O:52])[N:42]2[CH:47]1[CH2:51][CH2:50][N:49]([C:4]([C:3](=[CH:7][C:8]([CH3:11])([CH3:10])[CH3:9])[C:1]#[N:2])=[O:6])[CH2:48]1. (4) Given the reactants [F:1][C:2]1[C:10]([OH:11])=[CH:9][CH:8]=[CH:7][C:3]=1[C:4]([NH2:6])=[O:5].CN(C=O)C.Br[CH2:18][CH2:19][CH2:20][CH2:21][CH2:22][CH3:23].C(=O)([O-])[O-].[K+].[K+], predict the reaction product. The product is: [F:1][C:2]1[C:10]([O:11][CH2:18][CH2:19][CH2:20][CH2:21][CH2:22][CH3:23])=[CH:9][CH:8]=[CH:7][C:3]=1[C:4]([NH2:6])=[O:5]. (5) Given the reactants [CH:1]1([NH:4][C:5]([C:7]2[N:8]=[N:9][N:10]([C:14]3[CH:19]=[CH:18][C:17]([C:20]([NH:22][CH2:23][CH3:24])=[O:21])=[CH:16][CH:15]=3)[C:11]=2[CH2:12]O)=[O:6])[CH2:3][CH2:2]1.C(Br)(Br)(Br)[Br:26].C1(P(C2C=CC=CC=2)C2C=CC=CC=2)C=CC=CC=1, predict the reaction product. The product is: [Br:26][CH2:12][C:11]1[N:10]([C:14]2[CH:19]=[CH:18][C:17]([C:20]([NH:22][CH2:23][CH3:24])=[O:21])=[CH:16][CH:15]=2)[N:9]=[N:8][C:7]=1[C:5]([NH:4][CH:1]1[CH2:3][CH2:2]1)=[O:6]. (6) Given the reactants Br[C:2]1[C:3]([CH3:22])=[C:4]([CH:19]=[CH:20][CH:21]=1)[CH2:5][N:6]1[CH2:11][CH2:10][N:9]([C:12]([O:14][C:15]([CH3:18])([CH3:17])[CH3:16])=[O:13])[CH2:8][CH2:7]1.BrC1C(C)=C(C=CC=1)C=O.N1(C(OC(C)(C)C)=O)CCNCC1.CC([O-])(C)C.[Na+].[NH:52]1[CH2:57][CH2:56][O:55][CH2:54][CH2:53]1, predict the reaction product. The product is: [CH3:22][C:3]1[C:2]([N:52]2[CH2:57][CH2:56][O:55][CH2:54][CH2:53]2)=[CH:21][CH:20]=[CH:19][C:4]=1[CH2:5][N:6]1[CH2:11][CH2:10][N:9]([C:12]([O:14][C:15]([CH3:18])([CH3:17])[CH3:16])=[O:13])[CH2:8][CH2:7]1. (7) The product is: [Si:35]([O:42][N:43]=[C:44]1[C:52]2[C:47](=[CH:48][C:49]([NH:54][C:55]3[C:63]4[C:58](=[CH:59][N:60]=[CH:61][CH:62]=4)[S:57][C:56]=3[C:64]([NH:66][CH3:67])=[O:65])=[CH:50][CH:51]=2)[CH2:46][CH2:45]1)([C:38]([CH3:41])([CH3:40])[CH3:39])([CH3:37])[CH3:36]. Given the reactants CC(C1C=C(C(C)C)C(C2C=CC=CC=2P(C2CCCCC2)C2CCCCC2)=C(C(C)C)C=1)C.[Si:35]([O:42][N:43]=[C:44]1[C:52]2[C:47](=[CH:48][C:49](Br)=[CH:50][CH:51]=2)[CH2:46][CH2:45]1)([C:38]([CH3:41])([CH3:40])[CH3:39])([CH3:37])[CH3:36].[NH2:54][C:55]1[C:63]2[C:58](=[CH:59][N:60]=[CH:61][CH:62]=2)[S:57][C:56]=1[C:64]([NH:66][CH3:67])=[O:65], predict the reaction product.